Predict which catalyst facilitates the given reaction. From a dataset of Catalyst prediction with 721,799 reactions and 888 catalyst types from USPTO. (1) Reactant: [CH2:1]([C:3]1[CH:4]=[C:5]([NH:10][CH:11]2[CH2:16][CH2:15][N:14]([C@H:17]3[CH2:22][CH2:21][C@H:20]([O:23][CH2:24][CH2:25][CH3:26])[CH2:19][CH2:18]3)[CH2:13][CH2:12]2)[C:6]([NH2:9])=[CH:7][CH:8]=1)[CH3:2].C(N(C(C)C)CC)(C)C.[Cl:36][C:37](Cl)([O:39]C(=O)OC(Cl)(Cl)Cl)Cl.Cl.CCOCC. Product: [ClH:36].[CH2:1]([C:3]1[CH:8]=[CH:7][C:6]2[NH:9][C:37](=[O:39])[N:10]([CH:11]3[CH2:16][CH2:15][N:14]([C@H:17]4[CH2:22][CH2:21][C@H:20]([O:23][CH2:24][CH2:25][CH3:26])[CH2:19][CH2:18]4)[CH2:13][CH2:12]3)[C:5]=2[CH:4]=1)[CH3:2]. The catalyst class is: 4. (2) Reactant: [CH2:1]([O:4][C:5]1[CH:6]=[C:7]([CH:11]=[C:12]([O:18][CH2:19][C:20]#[CH:21])[C:13]=1[O:14][CH2:15][C:16]#[CH:17])[C:8]([OH:10])=[O:9])[C:2]#[CH:3].O[N:23]1[C:27](=[O:28])[CH2:26][CH2:25][C:24]1=[O:29].CC(C)N=C=NC(C)C.CO. Product: [CH2:19]([O:18][C:12]1[CH:11]=[C:7]([CH:6]=[C:5]([O:4][CH2:1][C:2]#[CH:3])[C:13]=1[O:14][CH2:15][C:16]#[CH:17])[C:8]([O:10][N:23]1[C:27](=[O:28])[CH2:26][CH2:25][C:24]1=[O:29])=[O:9])[C:20]#[CH:21]. The catalyst class is: 2. (3) Reactant: [CH3:1][O:2][C:3]([C:5]1[S:6][C:7]([C:20]#[C:21][C:22]([CH3:25])([CH3:24])[CH3:23])=[CH:8][C:9]=1[NH:10][C:11]([C@H:13]1[CH2:18][CH2:17][C@H:16]([CH3:19])[CH2:15][CH2:14]1)=[O:12])=[O:4].[H-].[Na+].Cl[CH2:29][C:30]([N:32]([CH3:34])[CH3:33])=[O:31].O. Product: [CH3:1][O:2][C:3]([C:5]1[S:6][C:7]([C:20]#[C:21][C:22]([CH3:24])([CH3:23])[CH3:25])=[CH:8][C:9]=1[N:10]([CH2:29][C:30](=[O:31])[N:32]([CH3:34])[CH3:33])[C:11]([C@H:13]1[CH2:14][CH2:15][C@H:16]([CH3:19])[CH2:17][CH2:18]1)=[O:12])=[O:4]. The catalyst class is: 3.